Dataset: Forward reaction prediction with 1.9M reactions from USPTO patents (1976-2016). Task: Predict the product of the given reaction. (1) Given the reactants [CH2:1]([C:3]1[CH:8]=[C:7]([CH2:9][CH3:10])[CH:6]=[C:5]([CH2:11][CH3:12])[C:4]=1[C:13](=[O:19])[C:14]([N:16]([CH3:18])[NH2:17])=[O:15])[CH3:2].[F:20][C:21]([F:28])([F:27])[C:22](=O)[CH2:23][S:24][CH3:25].O, predict the reaction product. The product is: [CH2:1]([C:3]1[CH:8]=[C:7]([CH2:9][CH3:10])[CH:6]=[C:5]([CH2:11][CH3:12])[C:4]=1[C:13](=[O:19])[C:14]([N:16]([CH3:18])[N:17]=[C:22]([CH2:23][S:24][CH3:25])[C:21]([F:28])([F:27])[F:20])=[O:15])[CH3:2]. (2) Given the reactants [C:1]1(S)[C:10]2[C:5](=[CH:6][CH:7]=[CH:8][CH:9]=2)[CH:4]=[CH:3][CH:2]=1.C([O-])([O-])=O.[K+].[K+].[CH3:18][O:19][C:20](=[O:23])[CH2:21]Cl.O[O:25][S:26]([O-:28])=O.[K+], predict the reaction product. The product is: [CH3:18][O:19][C:20](=[O:23])[CH2:21][S:26]([C:9]1[C:10]2[C:5](=[CH:4][CH:3]=[CH:2][CH:1]=2)[CH:6]=[CH:7][CH:8]=1)(=[O:28])=[O:25]. (3) Given the reactants [CH:1]([O:4][C:5]1[CH:10]=[CH:9][C:8]([N+:11]([O-:13])=[O:12])=[CH:7][C:6]=1[NH:14][CH:15]([CH3:17])[CH3:16])([CH3:3])[CH3:2].[H-].[Na+].[CH3:20]I, predict the reaction product. The product is: [CH:1]([O:4][C:5]1[CH:10]=[CH:9][C:8]([N+:11]([O-:13])=[O:12])=[CH:7][C:6]=1[N:14]([CH:15]([CH3:17])[CH3:16])[CH3:20])([CH3:3])[CH3:2]. (4) Given the reactants CC1C=CC=C(C)C=1N.BrCC(OCC)=O.Br.[CH3:18][C:19]1[CH:24]=[CH:23][CH:22]=[C:21]([CH3:25])[C:20]=1[NH:26][CH2:27][C:28]([OH:30])=[O:29], predict the reaction product. The product is: [CH3:25][C:21]1[CH:22]=[CH:23][CH:24]=[C:19]([CH3:18])[C:20]=1[NH:26][CH2:27][C:28]([OH:30])=[O:29]. (5) The product is: [Cl:1][C:2]1[CH:11]=[CH:10][C:9]2[C:4]3[C:3]=1[CH2:12][C:13](=[O:15])[C:5]=3[CH:6]=[CH:7][CH:8]=2.[Cl:16][C:17]1[C:26]2=[C:25]3[C:20]([CH:21]=[CH:22][CH:23]=[C:24]3[CH2:27][C:28]2=[O:30])=[CH:19][CH:18]=1. Given the reactants [Cl:1][C:2]1[CH:11]=[CH:10][C:9]2[C:4](=[CH:5][CH:6]=[CH:7][CH:8]=2)[C:3]=1[CH2:12][C:13]([OH:15])=O.[Cl:16][C:17]1[CH:26]=[C:25]2[C:20]([CH:21]=[CH:22][CH:23]=[C:24]2[CH2:27][C:28]([OH:30])=O)=[CH:19][CH:18]=1, predict the reaction product.